From a dataset of Reaction yield outcomes from USPTO patents with 853,638 reactions. Predict the reaction yield, written as a fraction of the theoretical maximum amount of product (1.0 means a 100% yield; for example, 0.34 means a 34% yield). (1) The reactants are [NH:1]([C:8]1[CH:9]=[C:10]([CH:25]=[CH:26][CH:27]=1)[CH2:11][O:12][C:13]1[CH:18]=[CH:17][C:16]([CH2:19][CH2:20][C:21]([O:23]C)=[O:22])=[CH:15][CH:14]=1)[C:2]1[CH:7]=[CH:6][CH:5]=[CH:4][CH:3]=1.[H-].[Na+].[CH2:30](Br)[CH2:31][CH3:32].[I-].[Na+]. The catalyst is CN(C)C=O.C(OCC)(=O)C. The product is [C:2]1([N:1]([CH2:30][CH2:31][CH3:32])[C:8]2[CH:9]=[C:10]([CH:25]=[CH:26][CH:27]=2)[CH2:11][O:12][C:13]2[CH:14]=[CH:15][C:16]([CH2:19][CH2:20][C:21]([OH:23])=[O:22])=[CH:17][CH:18]=2)[CH:7]=[CH:6][CH:5]=[CH:4][CH:3]=1. The yield is 0.470. (2) The reactants are [H-].[Na+].[C:3]([C:6]1[C:18]([O:19][CH3:20])=[CH:17][C:16]2[NH:15][C:14]3[CH:13]=[CH:12][C:11]4[C:21](=[O:24])[CH2:22][CH2:23][C:10]=4[C:9]=3[C:8]=2[CH:7]=1)(=[O:5])[CH3:4].[H][H].Cl.[CH3:28][N:29]([CH3:34])[CH2:30][CH2:31][CH2:32]Cl.Cl. The catalyst is C(Cl)Cl. The product is [C:3]([C:6]1[C:18]([O:19][CH3:20])=[CH:17][C:16]2[N:15]([CH2:32][CH2:31][CH2:30][N:29]([CH3:34])[CH3:28])[C:14]3[CH:13]=[CH:12][C:11]4[C:21](=[O:24])[CH2:22][CH2:23][C:10]=4[C:9]=3[C:8]=2[CH:7]=1)(=[O:5])[CH3:4]. The yield is 0.680. (3) The reactants are [F:1][C:2]1[CH:9]=[CH:8][CH:7]=[CH:6][C:3]=1[CH2:4]Br.[OH:10][C:11]1[CH:16]=[CH:15][C:14]([C@@H:17]2[CH2:19][C@H:18]2[NH:20][C:21](=[O:27])[O:22][C:23]([CH3:26])([CH3:25])[CH3:24])=[CH:13][CH:12]=1.C([O-])([O-])=O.[K+].[K+]. The catalyst is CN(C=O)C. The product is [F:1][C:2]1[CH:9]=[CH:8][CH:7]=[CH:6][C:3]=1[CH2:4][O:10][C:11]1[CH:16]=[CH:15][C:14]([C@@H:17]2[CH2:19][C@H:18]2[NH:20][C:21](=[O:27])[O:22][C:23]([CH3:25])([CH3:24])[CH3:26])=[CH:13][CH:12]=1. The yield is 0.510. (4) The reactants are [NH2:1][C:2]1[CH:3]=[C:4]2[C:9](=[C:10]([Cl:12])[CH:11]=1)[N:8]=[CH:7][C:6]([C:13]#[N:14])=[C:5]2[NH:15][C:16]1[CH:21]=[CH:20][C:19]([F:22])=[C:18]([Cl:23])[CH:17]=1.[N:24]1[CH:28]=[C:27]([CH2:29][CH:30]=O)[NH:26][CH:25]=1.[BH3-]C#N.[Na+]. The catalyst is CCO. The product is [Cl:12][C:10]1[CH:11]=[C:2]([NH:1][CH2:30][CH2:29][C:27]2[NH:26][CH:25]=[N:24][CH:28]=2)[CH:3]=[C:4]2[C:9]=1[N:8]=[CH:7][C:6]([C:13]#[N:14])=[C:5]2[NH:15][C:16]1[CH:21]=[CH:20][C:19]([F:22])=[C:18]([Cl:23])[CH:17]=1. The yield is 0.140. (5) The reactants are [C:1]1([C:7]([C:15]2[CH:20]=[CH:19][CH:18]=[CH:17][CH:16]=2)([CH:9]2[CH2:14][CH2:13][NH:12][CH2:11][CH2:10]2)[OH:8])[CH:6]=[CH:5][CH:4]=[CH:3][CH:2]=1.Br[CH2:22][CH2:23][CH2:24][OH:25].C(#N)C. The catalyst is C([O-])(O)=O.[Na+]. The product is [OH:8][C:7]([C:15]1[CH:20]=[CH:19][CH:18]=[CH:17][CH:16]=1)([C:1]1[CH:2]=[CH:3][CH:4]=[CH:5][CH:6]=1)[CH:9]1[CH2:14][CH2:13][N:12]([CH2:22][CH2:23][CH2:24][OH:25])[CH2:11][CH2:10]1. The yield is 0.650. (6) The reactants are C(OC([N:8]1[CH2:13][CH2:12][CH:11]([CH2:14][O:15][C:16]2[CH:25]=[C:24]3[C:19]([C:20](=[O:34])[N:21]([CH2:26][O:27][C:28](=[O:33])[C:29]([CH3:32])([CH3:31])[CH3:30])[CH:22]=[N:23]3)=[CH:18][C:17]=2[O:35][CH3:36])[CH2:10][CH2:9]1)=O)(C)(C)C.C(O)(C(F)(F)F)=O. The catalyst is C(Cl)Cl. The product is [CH3:36][O:35][C:17]1[CH:18]=[C:19]2[C:24](=[CH:25][C:16]=1[O:15][CH2:14][CH:11]1[CH2:10][CH2:9][NH:8][CH2:13][CH2:12]1)[N:23]=[CH:22][N:21]([CH2:26][O:27][C:28](=[O:33])[C:29]([CH3:30])([CH3:31])[CH3:32])[C:20]2=[O:34]. The yield is 0.920. (7) The reactants are CS([Cl:5])(=O)=O.[CH2:6]([C:10]1[CH:17]=[CH:16][C:13]([CH2:14]O)=[CH:12][CH:11]=1)[CH2:7][CH2:8][CH3:9].C(N(CC)CC)C. The catalyst is ClCCl. The product is [CH2:6]([C:10]1[CH:17]=[CH:16][C:13]([CH2:14][Cl:5])=[CH:12][CH:11]=1)[CH2:7][CH2:8][CH3:9]. The yield is 0.820.